Dataset: NCI-60 drug combinations with 297,098 pairs across 59 cell lines. Task: Regression. Given two drug SMILES strings and cell line genomic features, predict the synergy score measuring deviation from expected non-interaction effect. (1) Drug 1: CN(C)C1=NC(=NC(=N1)N(C)C)N(C)C. Drug 2: CC(C)NC(=O)C1=CC=C(C=C1)CNNC.Cl. Cell line: SK-OV-3. Synergy scores: CSS=-2.22, Synergy_ZIP=1.31, Synergy_Bliss=0.873, Synergy_Loewe=-1.25, Synergy_HSA=-1.00. (2) Drug 1: CC1=C(C(=O)C2=C(C1=O)N3CC4C(C3(C2COC(=O)N)OC)N4)N. Drug 2: CC1C(C(CC(O1)OC2CC(CC3=C2C(=C4C(=C3O)C(=O)C5=CC=CC=C5C4=O)O)(C(=O)C)O)N)O. Cell line: HCC-2998. Synergy scores: CSS=66.0, Synergy_ZIP=-3.38, Synergy_Bliss=-2.16, Synergy_Loewe=-6.17, Synergy_HSA=-0.654. (3) Drug 2: C(CC(=O)O)C(=O)CN.Cl. Synergy scores: CSS=28.1, Synergy_ZIP=2.24, Synergy_Bliss=4.15, Synergy_Loewe=3.42, Synergy_HSA=2.88. Cell line: CCRF-CEM. Drug 1: C1CCC(C1)C(CC#N)N2C=C(C=N2)C3=C4C=CNC4=NC=N3. (4) Drug 1: C1=CC(=CC=C1CCCC(=O)O)N(CCCl)CCCl. Drug 2: C1=NC2=C(N1)C(=S)N=CN2. Cell line: T-47D. Synergy scores: CSS=14.2, Synergy_ZIP=-7.91, Synergy_Bliss=-11.4, Synergy_Loewe=-11.0, Synergy_HSA=-10.5. (5) Drug 1: CC1=C2C(C(=O)C3(C(CC4C(C3C(C(C2(C)C)(CC1OC(=O)C(C(C5=CC=CC=C5)NC(=O)C6=CC=CC=C6)O)O)OC(=O)C7=CC=CC=C7)(CO4)OC(=O)C)O)C)OC(=O)C. Drug 2: CC1C(C(CC(O1)OC2CC(CC3=C2C(=C4C(=C3O)C(=O)C5=CC=CC=C5C4=O)O)(C(=O)C)O)N)O. Cell line: RXF 393. Synergy scores: CSS=66.2, Synergy_ZIP=-7.08, Synergy_Bliss=-2.49, Synergy_Loewe=1.09, Synergy_HSA=2.90. (6) Drug 1: C1CCN(CC1)CCOC2=CC=C(C=C2)C(=O)C3=C(SC4=C3C=CC(=C4)O)C5=CC=C(C=C5)O. Drug 2: CC1=C(C(=O)C2=C(C1=O)N3CC4C(C3(C2COC(=O)N)OC)N4)N. Cell line: A498. Synergy scores: CSS=25.5, Synergy_ZIP=-2.97, Synergy_Bliss=-2.83, Synergy_Loewe=-2.90, Synergy_HSA=-1.12. (7) Drug 1: COC1=CC(=CC(=C1O)OC)C2C3C(COC3=O)C(C4=CC5=C(C=C24)OCO5)OC6C(C(C7C(O6)COC(O7)C8=CC=CS8)O)O. Drug 2: N.N.Cl[Pt+2]Cl. Cell line: HCT116. Synergy scores: CSS=51.2, Synergy_ZIP=-1.79, Synergy_Bliss=-1.29, Synergy_Loewe=-39.5, Synergy_HSA=-2.96. (8) Synergy scores: CSS=10.4, Synergy_ZIP=-2.04, Synergy_Bliss=2.94, Synergy_Loewe=-0.482, Synergy_HSA=2.46. Cell line: HOP-92. Drug 2: C1CN(P(=O)(OC1)NCCCl)CCCl. Drug 1: C(CC(=O)O)C(=O)CN.Cl. (9) Drug 1: CC12CCC(CC1=CCC3C2CCC4(C3CC=C4C5=CN=CC=C5)C)O. Drug 2: C1CCN(CC1)CCOC2=CC=C(C=C2)C(=O)C3=C(SC4=C3C=CC(=C4)O)C5=CC=C(C=C5)O. Cell line: SF-268. Synergy scores: CSS=4.56, Synergy_ZIP=1.69, Synergy_Bliss=4.78, Synergy_Loewe=1.02, Synergy_HSA=1.40.